From a dataset of Forward reaction prediction with 1.9M reactions from USPTO patents (1976-2016). Predict the product of the given reaction. The product is: [ClH:1].[CH3:11][C:12]1[O:16][N:15]=[C:14]([NH:17][C:2]2[C:3]3[S:10][CH:9]=[CH:8][C:4]=3[N:5]=[CH:6][N:7]=2)[CH:13]=1. Given the reactants [Cl:1][C:2]1[C:3]2[S:10][CH:9]=[CH:8][C:4]=2[N:5]=[CH:6][N:7]=1.[CH3:11][C:12]1[O:16][N:15]=[C:14]([NH2:17])[CH:13]=1, predict the reaction product.